From a dataset of Catalyst prediction with 721,799 reactions and 888 catalyst types from USPTO. Predict which catalyst facilitates the given reaction. (1) Reactant: C[O:2][C:3](=[O:23])[CH2:4][C:5]1[C:6](=[O:22])[N:7]([CH2:11][C:12]2[CH:17]=[CH:16][C:15]([O:18][CH3:19])=[CH:14][C:13]=2[O:20][CH3:21])[CH2:8][CH2:9][CH:10]=1.[Li+].[OH-]. Product: [CH3:21][O:20][C:13]1[CH:14]=[C:15]([O:18][CH3:19])[CH:16]=[CH:17][C:12]=1[CH2:11][N:7]1[CH2:8][CH2:9][CH:10]=[C:5]([CH2:4][C:3]([OH:23])=[O:2])[C:6]1=[O:22]. The catalyst class is: 67. (2) Reactant: C[O:2][C:3]([C:5]1[S:6][C:7]([C:27]#[C:28][C:29]([CH3:32])([CH3:31])[CH3:30])=[CH:8][C:9]=1[N:10]([C:18]([C@H:20]1[CH2:25][CH2:24][C@H:23]([CH3:26])[CH2:22][CH2:21]1)=[O:19])[CH2:11][C:12]1[CH:13]=[N:14][CH:15]=[CH:16][CH:17]=1)=[O:4].C1COCC1.[OH-].[Li+].Cl. Product: [CH3:30][C:29]([CH3:31])([CH3:32])[C:28]#[C:27][C:7]1[S:6][C:5]([C:3]([OH:4])=[O:2])=[C:9]([N:10]([C:18]([C@H:20]2[CH2:25][CH2:24][C@H:23]([CH3:26])[CH2:22][CH2:21]2)=[O:19])[CH2:11][C:12]2[CH:13]=[N:14][CH:15]=[CH:16][CH:17]=2)[CH:8]=1. The catalyst class is: 72. (3) Reactant: [CH2:1]([O:8][C:9]([N:11]1[CH2:16][CH2:15][CH:14]([C:17](=O)[CH3:18])[CH2:13][CH2:12]1)=[O:10])[C:2]1[CH:7]=[CH:6][CH:5]=[CH:4][CH:3]=1.Cl.[NH2:21][OH:22]. Product: [CH2:1]([O:8][C:9]([N:11]1[CH2:16][CH2:15][CH:14]([C:17](=[N:21][OH:22])[CH3:18])[CH2:13][CH2:12]1)=[O:10])[C:2]1[CH:7]=[CH:6][CH:5]=[CH:4][CH:3]=1. The catalyst class is: 17. (4) Reactant: [NH2:1][C:2]1[C:11]([NH:12][C:13](=O)[CH2:14][O:15][CH3:16])=[CH:10][CH:9]=[CH:8][C:3]=1[C:4]([O:6][CH3:7])=[O:5]. Product: [CH3:16][O:15][CH2:14][C:13]1[NH:12][C:11]2[CH:10]=[CH:9][CH:8]=[C:3]([C:4]([O:6][CH3:7])=[O:5])[C:2]=2[N:1]=1. The catalyst class is: 15.